This data is from Forward reaction prediction with 1.9M reactions from USPTO patents (1976-2016). The task is: Predict the product of the given reaction. (1) Given the reactants [CH3:1][O:2][C:3]([C:5]1[CH:9]=[C:8]([C:10]2[CH:15]=[CH:14][CH:13]=[C:12](Br)[CH:11]=2)[O:7][N:6]=1)=[O:4].CC1C=CC=CC=1P(C1C=CC=CC=1C)C1C=CC=CC=1C.[CH3:39][CH:40]([OH:43])[CH:41]=[CH2:42].C(N(CC)CC)C, predict the reaction product. The product is: [CH3:1][O:2][C:3]([C:5]1[CH:9]=[C:8]([C:10]2[CH:15]=[CH:14][CH:13]=[C:12]([CH2:42][CH2:41][C:40](=[O:43])[CH3:39])[CH:11]=2)[O:7][N:6]=1)=[O:4]. (2) Given the reactants [O:1]1[C:10]2[C:5](=[CH:6][CH:7]=[CH:8][CH:9]=2)[C@H:4]([NH:11][C:12]([C@@H:14]2[CH2:19][N:18]3[CH2:20][CH2:21][CH2:22][C@H:17]3[CH2:16][N:15]2C(OC(C)(C)C)=O)=[O:13])[CH2:3][CH2:2]1.C(OCC)(=O)C.[ClH:36], predict the reaction product. The product is: [ClH:36].[ClH:36].[O:1]1[C:10]2[C:5](=[CH:6][CH:7]=[CH:8][CH:9]=2)[C@H:4]([NH:11][C:12]([C@@H:14]2[CH2:19][N:18]3[CH2:20][CH2:21][CH2:22][C@H:17]3[CH2:16][NH:15]2)=[O:13])[CH2:3][CH2:2]1. (3) Given the reactants Cl.[CH:2]1([C:8]2([C:14]([OH:16])=[O:15])[CH2:13][CH2:12][NH:11][CH2:10][CH2:9]2)[CH2:7][CH2:6][CH2:5][CH2:4][CH2:3]1.[OH-].[Na+].Cl[C:20]([O:22][CH2:23][C:24]1[CH:29]=[CH:28][CH:27]=[CH:26][CH:25]=1)=[O:21], predict the reaction product. The product is: [C:24]1([CH2:23][O:22][C:20]([N:11]2[CH2:10][CH2:9][C:8]([CH:2]3[CH2:3][CH2:4][CH2:5][CH2:6][CH2:7]3)([C:14]([OH:16])=[O:15])[CH2:13][CH2:12]2)=[O:21])[CH:29]=[CH:28][CH:27]=[CH:26][CH:25]=1. (4) Given the reactants CC1C=CC(S(N)(=O)=O)=CC=1.C(=O)([O-])[O-].[Cs+].[Cs+].CC1(C)C2C=CC=C(P(C3C=CC=CC=3)C3C=CC=CC=3)C=2OC2C1=CC=CC=2P(C1C=CC=CC=1)C1C=CC=CC=1.[CH3:60][C:61]([CH3:86])([CH3:85])[C:62]([NH:64][C:65]1[C:70]([N+:71]([O-])=O)=[CH:69][CH:68]=[C:67]([NH:74][S:75]([C:78]2[CH:83]=[CH:82][C:81]([CH3:84])=[CH:80][CH:79]=2)(=[O:77])=[O:76])[N:66]=1)=O, predict the reaction product. The product is: [C:61]([C:62]1[NH:71][C:70]2[C:65]([N:64]=1)=[N:66][C:67]([NH:74][S:75]([C:78]1[CH:83]=[CH:82][C:81]([CH3:84])=[CH:80][CH:79]=1)(=[O:77])=[O:76])=[CH:68][CH:69]=2)([CH3:86])([CH3:85])[CH3:60]. (5) Given the reactants [OH:1][C:2]1[CH:7]=[CH:6][CH:5]=[CH:4][C:3]=1[NH:8][C:9]1[O:10][CH2:11][C:12](=[O:19])[C:13]=1[C:14]([O:16][CH2:17][CH3:18])=[O:15].[NH:20]1[C:28]2[C:23](=[CH:24][CH:25]=[CH:26][N:27]=2)[C:22]([CH:29]=O)=[CH:21]1.N1CCCCC1, predict the reaction product. The product is: [NH:20]1[C:28]2=[N:27][CH:26]=[CH:25][CH:24]=[C:23]2[C:22]([CH:29]=[C:11]2[O:10][C:9]([NH:8][C:3]3[CH:4]=[CH:5][CH:6]=[CH:7][C:2]=3[OH:1])=[C:13]([C:14]([O:16][CH2:17][CH3:18])=[O:15])[C:12]2=[O:19])=[CH:21]1. (6) Given the reactants [F:1][C:2]1[C:7]([CH:8]([OH:10])[CH3:9])=[CH:6][CH:5]=[CH:4][N:3]=1.C(N(CC)CC)C.O, predict the reaction product. The product is: [F:1][C:2]1[C:7]([C:8](=[O:10])[CH3:9])=[CH:6][CH:5]=[CH:4][N:3]=1.